Dataset: NCI-60 drug combinations with 297,098 pairs across 59 cell lines. Task: Regression. Given two drug SMILES strings and cell line genomic features, predict the synergy score measuring deviation from expected non-interaction effect. (1) Drug 1: CC1C(C(CC(O1)OC2CC(CC3=C2C(=C4C(=C3O)C(=O)C5=C(C4=O)C(=CC=C5)OC)O)(C(=O)C)O)N)O.Cl. Drug 2: N.N.Cl[Pt+2]Cl. Cell line: RPMI-8226. Synergy scores: CSS=3.46, Synergy_ZIP=-5.40, Synergy_Bliss=-5.22, Synergy_Loewe=-55.4, Synergy_HSA=-12.9. (2) Drug 1: C1C(C(OC1N2C=NC3=C(N=C(N=C32)Cl)N)CO)O. Drug 2: CC1=C(C=C(C=C1)C(=O)NC2=CC(=CC(=C2)C(F)(F)F)N3C=C(N=C3)C)NC4=NC=CC(=N4)C5=CN=CC=C5. Cell line: T-47D. Synergy scores: CSS=9.29, Synergy_ZIP=1.86, Synergy_Bliss=-1.28, Synergy_Loewe=-3.21, Synergy_HSA=-3.68. (3) Drug 1: CC1=CC2C(CCC3(C2CCC3(C(=O)C)OC(=O)C)C)C4(C1=CC(=O)CC4)C. Drug 2: COCCOC1=C(C=C2C(=C1)C(=NC=N2)NC3=CC=CC(=C3)C#C)OCCOC.Cl. Cell line: OVCAR-4. Synergy scores: CSS=4.82, Synergy_ZIP=-0.123, Synergy_Bliss=3.07, Synergy_Loewe=2.37, Synergy_HSA=3.47. (4) Drug 1: CC1=CC=C(C=C1)C2=CC(=NN2C3=CC=C(C=C3)S(=O)(=O)N)C(F)(F)F. Drug 2: B(C(CC(C)C)NC(=O)C(CC1=CC=CC=C1)NC(=O)C2=NC=CN=C2)(O)O. Cell line: EKVX. Synergy scores: CSS=36.8, Synergy_ZIP=1.67, Synergy_Bliss=-0.677, Synergy_Loewe=-20.9, Synergy_HSA=-6.28. (5) Synergy scores: CSS=35.9, Synergy_ZIP=1.82, Synergy_Bliss=1.83, Synergy_Loewe=1.03, Synergy_HSA=1.56. Drug 1: C1CN1C2=NC(=NC(=N2)N3CC3)N4CC4. Cell line: A549. Drug 2: CCC1(CC2CC(C3=C(CCN(C2)C1)C4=CC=CC=C4N3)(C5=C(C=C6C(=C5)C78CCN9C7C(C=CC9)(C(C(C8N6C)(C(=O)OC)O)OC(=O)C)CC)OC)C(=O)OC)O.OS(=O)(=O)O.